This data is from Forward reaction prediction with 1.9M reactions from USPTO patents (1976-2016). The task is: Predict the product of the given reaction. (1) Given the reactants FC(F)(F)C(OC1C(F)=C(F)C(F)=C(F)C=1F)=O.[Cl:19][CH2:20][CH2:21][CH2:22][O:23][C:24]1[CH:33]=[C:32]2[C:27]([C:28]([NH:34][C:35]3[CH:36]=[N:37][N:38]([CH2:40][C:41](O)=[O:42])[CH:39]=3)=[N:29][CH:30]=[N:31]2)=[CH:26][CH:25]=1.N1C=CC=CC=1.[NH2:50][C:51]1[CH:56]=[CH:55][CH:54]=[CH:53][CH:52]=1.Cl, predict the reaction product. The product is: [Cl:19][CH2:20][CH2:21][CH2:22][O:23][C:24]1[CH:33]=[C:32]2[C:27]([C:28]([NH:34][C:35]3[CH:36]=[N:37][N:38]([CH2:40][C:41]([NH:50][C:51]4[CH:56]=[CH:55][CH:54]=[CH:53][CH:52]=4)=[O:42])[CH:39]=3)=[N:29][CH:30]=[N:31]2)=[CH:26][CH:25]=1. (2) Given the reactants [N:1]1[CH:6]=[CH:5][N:4]=[CH:3][C:2]=1[C:7](=[S:9])[NH2:8].Br[CH:11]([CH:17]([CH3:19])[CH3:18])[C:12](OCC)=[O:13].N1C=CC=CC=1, predict the reaction product. The product is: [CH:17]([C:11]1[S:9][C:7]([C:2]2[CH:3]=[N:4][CH:5]=[CH:6][N:1]=2)=[N:8][C:12]=1[OH:13])([CH3:19])[CH3:18].